Dataset: Catalyst prediction with 721,799 reactions and 888 catalyst types from USPTO. Task: Predict which catalyst facilitates the given reaction. Product: [Br:10][C@H:2]([CH2:3][CH:4]([CH3:6])[CH3:5])[C:7]([OH:9])=[O:8]. Reactant: N[C@@H:2]([C:7]([OH:9])=[O:8])[CH2:3][CH:4]([CH3:6])[CH3:5].[BrH:10].N([O-])=O.[Na+]. The catalyst class is: 6.